This data is from Reaction yield outcomes from USPTO patents with 853,638 reactions. The task is: Predict the reaction yield, written as a fraction of the theoretical maximum amount of product (1.0 means a 100% yield; for example, 0.34 means a 34% yield). The reactants are [CH3:1][O:2][C:3]1[CH:22]=[CH:21][C:6]([CH2:7][NH:8][S:9]([C:12]2[CH:20]=[CH:19][C:15]([C:16]([OH:18])=[O:17])=[CH:14][CH:13]=2)(=[O:11])=[O:10])=[CH:5][CH:4]=1.[CH2:23](Br)[C:24]1[CH:29]=[CH:28][CH:27]=[CH:26][CH:25]=1.C(=O)([O-])[O-].[Cs+].[Cs+]. The catalyst is CN(C=O)C.O. The product is [CH2:23]([N:8]([CH2:7][C:6]1[CH:5]=[CH:4][C:3]([O:2][CH3:1])=[CH:22][CH:21]=1)[S:9]([C:12]1[CH:20]=[CH:19][C:15]([C:16]([O:18][CH2:7][C:6]2[CH:21]=[CH:22][CH:3]=[CH:4][CH:5]=2)=[O:17])=[CH:14][CH:13]=1)(=[O:11])=[O:10])[C:24]1[CH:29]=[CH:28][CH:27]=[CH:26][CH:25]=1. The yield is 0.730.